This data is from Forward reaction prediction with 1.9M reactions from USPTO patents (1976-2016). The task is: Predict the product of the given reaction. Given the reactants [S:1]([N:11]1[CH:15]=[CH:14][CH:13]=[CH:12]1)([C:4]1[CH:10]=[CH:9][C:7]([CH3:8])=[CH:6][CH:5]=1)(=[O:3])=[O:2].[Br:16]Br, predict the reaction product. The product is: [Br:16][C:13]1[CH:14]=[CH:15][N:11]([S:1]([C:4]2[CH:5]=[CH:6][C:7]([CH3:8])=[CH:9][CH:10]=2)(=[O:2])=[O:3])[CH:12]=1.